From a dataset of Rat liver microsome stability data. Regression/Classification. Given a drug SMILES string, predict its absorption, distribution, metabolism, or excretion properties. Task type varies by dataset: regression for continuous measurements (e.g., permeability, clearance, half-life) or binary classification for categorical outcomes (e.g., BBB penetration, CYP inhibition). Dataset: rlm. (1) The compound is Cc1ccc(S(=O)(=O)N2Cc3ccc(/C=C/C(=O)NO)cc3C2)cc1. The result is 1 (stable in rat liver microsomes). (2) The compound is CN1CCC(NC(=O)c2cnc(Nc3cc(Cl)cc(Cl)c3)nc2NC2CCC(N(C)C)CC2)CC1. The result is 0 (unstable in rat liver microsomes). (3) The molecule is CC(C)C[C@H](NC(=O)[C@H](CCc1ccccc1)NC(=O)CN1CCOCC1)C(=O)N[C@@H](Cc1ccccc1)C(=O)N[C@@H](CC(C)C)C(=O)[C@@]1(C)CO1. The result is 1 (stable in rat liver microsomes). (4) The compound is Cn1c(=O)c(Cl)c(N2CCC[C@@H](N)C2)n(Cc2ccccc2C#N)c1=O. The result is 0 (unstable in rat liver microsomes). (5) The molecule is Cc1ccc(CNc2nc(-c3ccccc3C(F)(F)F)nc3ccccc23)s1. The result is 1 (stable in rat liver microsomes).